Task: Regression. Given a peptide amino acid sequence and an MHC pseudo amino acid sequence, predict their binding affinity value. This is MHC class I binding data.. Dataset: Peptide-MHC class I binding affinity with 185,985 pairs from IEDB/IMGT (1) The peptide sequence is RDVLGTFDT. The MHC is HLA-B44:02 with pseudo-sequence HLA-B44:02. The binding affinity (normalized) is 0.0862. (2) The peptide sequence is LENCILIRL. The MHC is HLA-B18:01 with pseudo-sequence HLA-B18:01. The binding affinity (normalized) is 0.293. (3) The binding affinity (normalized) is 0. The peptide sequence is TLALEVARQK. The MHC is HLA-A66:01 with pseudo-sequence HLA-A66:01. (4) The peptide sequence is HSNLNDTTY. The MHC is HLA-A25:01 with pseudo-sequence HLA-A25:01. The binding affinity (normalized) is 0.0847. (5) The peptide sequence is VILYFMYRK. The MHC is HLA-B51:01 with pseudo-sequence HLA-B51:01. The binding affinity (normalized) is 0.0847. (6) The peptide sequence is PSIQYRGLF. The MHC is Mamu-A02 with pseudo-sequence Mamu-A02. The binding affinity (normalized) is 0.308. (7) The peptide sequence is DTWHGFKNM. The MHC is HLA-A26:03 with pseudo-sequence HLA-A26:03. The binding affinity (normalized) is 0.778.